From a dataset of Forward reaction prediction with 1.9M reactions from USPTO patents (1976-2016). Predict the product of the given reaction. (1) The product is: [Cl:1][C:2]1[C:3]([CH:4]([OH:5])[C:22]2[C:21](=[O:26])[CH2:25][CH2:24][CH:23]=2)=[CH:6][C:7]([C:10]2[CH:11]=[CH:12][CH:13]=[CH:14][CH:15]=2)=[CH:8][N:9]=1. Given the reactants [Cl:1][C:2]1[N:9]=[CH:8][C:7]([C:10]2[CH:15]=[CH:14][CH:13]=[CH:12][CH:11]=2)=[CH:6][C:3]=1[CH:4]=[O:5].N1C=CN=C1.[C:21]1(=[O:26])[CH2:25][CH2:24][CH:23]=[CH:22]1, predict the reaction product. (2) Given the reactants [Cl:1][C:2]1[CH:3]=[C:4]([C@H:9]([NH2:11])[CH3:10])[CH:5]=[CH:6][C:7]=1[Cl:8].CCN(C(C)C)C(C)C.C1N=CN([C:26](N2C=NC=C2)=[O:27])C=1.[F:33][C:34]([F:50])([F:49])[CH:35]([NH:38][C:39]1[N:40]=[CH:41][C:42]2[CH2:48][CH2:47][NH:46][CH2:45][C:43]=2[N:44]=1)[CH2:36][OH:37], predict the reaction product. The product is: [Cl:1][C:2]1[CH:3]=[C:4]([C@H:9]([NH:11][C:26]([N:46]2[CH2:47][CH2:48][C:42]3[CH:41]=[N:40][C:39]([NH:38][CH:35]([CH2:36][OH:37])[C:34]([F:33])([F:49])[F:50])=[N:44][C:43]=3[CH2:45]2)=[O:27])[CH3:10])[CH:5]=[CH:6][C:7]=1[Cl:8]. (3) Given the reactants [Cl:1][C:2]1[CH:10]=[CH:9][C:5]([C:6]([OH:8])=O)=[C:4]([NH:11][CH:12]([CH3:14])[CH3:13])[N:3]=1.CCN=C=NCCCN(C)C.C1C=CC2N(O)N=NC=2C=1.CCN(C(C)C)C(C)C.[CH3:45][C:46]([NH2:50])([C:48]#[CH:49])[CH3:47], predict the reaction product. The product is: [Cl:1][C:2]1[CH:10]=[CH:9][C:5]([C:6]([NH:50][C:46]([CH3:47])([C:48]#[CH:49])[CH3:45])=[O:8])=[C:4]([NH:11][CH:12]([CH3:14])[CH3:13])[N:3]=1. (4) The product is: [CH3:10][O:11][C:12](=[O:22])[C@@H:13]1[CH2:17][C:16]([F:7])([CH2:18][CH:19]=[CH2:20])[CH2:15][NH:14]1. Given the reactants CCN(S(F)(F)[F:7])CC.[CH3:10][O:11][C:12](=[O:22])[C@@H:13]1[CH2:17][C:16](O)([CH2:18][CH:19]=[CH2:20])[CH2:15][NH:14]1, predict the reaction product. (5) Given the reactants [ClH:1].CC([N:6]([C:10]1([C:16]([NH:18][C@@H:19]([CH2:33][CH3:34])/[CH:20]=[CH:21]/[C:22]([N:24]2[C:32]3[C:27](=[CH:28][CH:29]=[CH:30][CH:31]=3)[CH2:26][CH2:25]2)=[O:23])=[O:17])[CH2:15][CH2:14][O:13][CH2:12][CH2:11]1)C(=O)[O-])(C)C, predict the reaction product. The product is: [ClH:1].[NH2:6][C:10]1([C:16]([NH:18][C@@H:19]([CH2:33][CH3:34])/[CH:20]=[CH:21]/[C:22]([N:24]2[C:32]3[C:27](=[CH:28][CH:29]=[CH:30][CH:31]=3)[CH2:26][CH2:25]2)=[O:23])=[O:17])[CH2:15][CH2:14][O:13][CH2:12][CH2:11]1. (6) Given the reactants [Cl:1][C:2]1[CH:10]=[CH:9][CH:8]=[C:7]([N+:11]([O-:13])=[O:12])[C:3]=1[C:4]([OH:6])=O.O=S(Cl)Cl.[CH:18]1([NH2:21])[CH2:20][CH2:19]1.C([O-])(O)=O.[Na+], predict the reaction product. The product is: [Cl:1][C:2]1[CH:10]=[CH:9][CH:8]=[C:7]([N+:11]([O-:13])=[O:12])[C:3]=1[C:4]([NH:21][CH:18]1[CH2:20][CH2:19]1)=[O:6]. (7) Given the reactants [F:1][C:2]1[CH:7]=[CH:6][C:5]([C:8]2[C:9](=[O:24])[NH:10][N:11]=[CH:12][C:13]=2[C:14]2[CH:19]=[CH:18][C:17]([S:20]([CH3:23])(=[O:22])=[O:21])=[CH:16][CH:15]=2)=[CH:4][CH:3]=1.[C:25]12([O:35][C:36](F)=[O:37])[CH2:34][CH:29]3[CH2:30][CH:31]([CH2:33][CH:27]([CH2:28]3)[CH2:26]1)[CH2:32]2.CN(C1C=CC=CN=1)C.C(N(CC)CC)C, predict the reaction product. The product is: [C:25]12([O:35][C:36]([N:10]3[C:9](=[O:24])[C:8]([C:5]4[CH:6]=[CH:7][C:2]([F:1])=[CH:3][CH:4]=4)=[C:13]([C:14]4[CH:19]=[CH:18][C:17]([S:20]([CH3:23])(=[O:22])=[O:21])=[CH:16][CH:15]=4)[CH:12]=[N:11]3)=[O:37])[CH2:34][CH:29]3[CH2:30][CH:31]([CH2:33][CH:27]([CH2:28]3)[CH2:26]1)[CH2:32]2.